Predict the product of the given reaction. From a dataset of Forward reaction prediction with 1.9M reactions from USPTO patents (1976-2016). (1) Given the reactants [CH2:1]([O:3][C:4]1[CH:9]=[CH:8][C:7]([C:10]2[CH:11]=[C:12]3[C:16](=[CH:17][CH:18]=2)[C:15](=[O:19])[O:14][CH2:13]3)=[C:6]([OH:20])[C:5]=1[O:21][CH3:22])[CH3:2].C(=O)([O-])[O-].[K+].[K+].[CH2:29](I)[CH3:30], predict the reaction product. The product is: [CH2:29]([O:20][C:6]1[C:5]([O:21][CH3:22])=[C:4]([O:3][CH2:1][CH3:2])[CH:9]=[CH:8][C:7]=1[C:10]1[CH:11]=[C:12]2[C:16](=[CH:17][CH:18]=1)[C:15](=[O:19])[O:14][CH2:13]2)[CH3:30]. (2) Given the reactants [CH3:1][C:2]([C:4]1[CH:5]=[CH:6][C:7]([OH:10])=[CH:8][CH:9]=1)=[O:3].C(=O)([O-])[O-].[K+].[K+].N#N.Br[CH2:20][CH2:21][CH2:22][OH:23], predict the reaction product. The product is: [OH:23][CH2:22][CH2:21][CH2:20][O:10][C:7]1[CH:8]=[CH:9][C:4]([C:2](=[O:3])[CH3:1])=[CH:5][CH:6]=1. (3) Given the reactants [CH2:1]([N:3]1[C:7]2=[N:8][C:9]([CH2:33][CH3:34])=[C:10]([CH2:19][NH:20][C:21]([C:23]3[CH:24]=[C:25]([CH:30]=[CH:31][CH:32]=3)[C:26]([O:28]C)=[O:27])=[O:22])[C:11]([NH:12][CH:13]3[CH2:18][CH2:17][O:16][CH2:15][CH2:14]3)=[C:6]2[CH:5]=[N:4]1)[CH3:2].[Li+].[OH-], predict the reaction product. The product is: [CH2:1]([N:3]1[C:7]2=[N:8][C:9]([CH2:33][CH3:34])=[C:10]([CH2:19][NH:20][C:21]([C:23]3[CH:24]=[C:25]([CH:30]=[CH:31][CH:32]=3)[C:26]([OH:28])=[O:27])=[O:22])[C:11]([NH:12][CH:13]3[CH2:18][CH2:17][O:16][CH2:15][CH2:14]3)=[C:6]2[CH:5]=[N:4]1)[CH3:2].